Dataset: Forward reaction prediction with 1.9M reactions from USPTO patents (1976-2016). Task: Predict the product of the given reaction. (1) The product is: [CH3:1][N:2]1[C:10](=[O:11])[C:9]2[N:8]([C@@H:12]([CH3:17])[C:13]([OH:15])=[O:14])[CH:7]=[N:6][C:5]=2[N:4]([CH3:18])[C:3]1=[O:19]. Given the reactants [CH3:1][N:2]1[C:10](=[O:11])[C:9]2[N:8]([C@@H:12]([CH3:17])[C:13]([O:15]C)=[O:14])[CH:7]=[N:6][C:5]=2[N:4]([CH3:18])[C:3]1=[O:19].Cl.OP([O-])([O-])=O.[K+].[K+], predict the reaction product. (2) Given the reactants [Cl:1][C:2]1[CH:3]=[C:4]([CH2:9][C:10]([N:12]([C@@H:14]([C:22]2[CH:27]=[CH:26][CH:25]=[CH:24][CH:23]=2)[CH2:15][N:16]2[CH2:20][CH2:19][C@@H:18]([OH:21])[CH2:17]2)[CH3:13])=[O:11])[CH:5]=[CH:6][C:7]=1[Cl:8].C(N(CC)CC)C.[CH3:35][S:36](Cl)(=[O:38])=[O:37], predict the reaction product. The product is: [CH3:35][S:36]([O:21][C@@H:18]1[CH2:19][CH2:20][N:16]([CH2:15][C@@H:14]([N:12]([CH3:13])[C:10](=[O:11])[CH2:9][C:4]2[CH:5]=[CH:6][C:7]([Cl:8])=[C:2]([Cl:1])[CH:3]=2)[C:22]2[CH:23]=[CH:24][CH:25]=[CH:26][CH:27]=2)[CH2:17]1)(=[O:38])=[O:37]. (3) Given the reactants [Cl:1][C:2]1[CH:3]=[C:4](OS(C(F)(F)F)(=O)=O)[CH:5]=[C:6]([Cl:21])[C:7]=1[CH2:8][CH:9]1[CH2:13][CH2:12][N:11]([CH:14]2[CH2:19][CH2:18][CH2:17][CH2:16][CH2:15]2)[C:10]1=[O:20].B([C:32]1[CH:37]=[CH:36][C:35]([C:38](Cl)=[O:39])=[CH:34][CH:33]=1)=O.[N:41]1([CH2:47][CH2:48][OH:49])[CH2:46][CH2:45][NH:44][CH2:43][CH2:42]1.C(=O)([O-])[O-].[Na+].[Na+].[OH-].[Na+], predict the reaction product. The product is: [ClH:1].[CH:14]1([N:11]2[CH2:12][CH2:13][CH:9]([CH2:8][C:7]3[C:2]([Cl:1])=[CH:3][C:4]([C:32]4[CH:37]=[CH:36][C:35]([C:38]([N:44]5[CH2:45][CH2:46][N:41]([CH2:47][CH2:48][OH:49])[CH2:42][CH2:43]5)=[O:39])=[CH:34][CH:33]=4)=[CH:5][C:6]=3[Cl:21])[C:10]2=[O:20])[CH2:19][CH2:18][CH2:17][CH2:16][CH2:15]1.